From a dataset of hERG potassium channel inhibition data for cardiac toxicity prediction from Karim et al.. Regression/Classification. Given a drug SMILES string, predict its toxicity properties. Task type varies by dataset: regression for continuous values (e.g., LD50, hERG inhibition percentage) or binary classification for toxic/non-toxic outcomes (e.g., AMES mutagenicity, cardiotoxicity, hepatotoxicity). Dataset: herg_karim. (1) The drug is CN(C)C(=N)c1ccc(C(=O)Nc2ccc(CCC(=O)O)cc2C(=O)Nc2ccc(Cl)cn2)cc1. The result is 0 (non-blocker). (2) The molecule is CN(CCN1CC2CN(Cc3ccc(C#N)cc3F)CC(C1)O2)S(=O)(=O)c1ccc(C#N)cc1. The result is 0 (non-blocker). (3) The drug is Cc1ncc(-c2nc(Nc3ccc(N4CCN(C(=O)CO)CC4)cc3)ncc2F)n1C(C)C. The result is 0 (non-blocker).